Dataset: Reaction yield outcomes from USPTO patents with 853,638 reactions. Task: Predict the reaction yield, written as a fraction of the theoretical maximum amount of product (1.0 means a 100% yield; for example, 0.34 means a 34% yield). (1) The reactants are [F:1][C:2]([F:16])([F:15])[C:3]1[CH:4]=[C:5]([CH:8]=[C:9]([C:11]([F:14])([F:13])[F:12])[CH:10]=1)[CH2:6][NH2:7].[CH:17]1([CH2:23][N:24]2[CH2:29][CH2:28][N:27]([C:30]3[C:39]([CH:40]=O)=[CH:38][C:37]4[C:32](=[CH:33][CH:34]=[CH:35][CH:36]=4)[N:31]=3)[CH2:26][CH2:25]2)[CH2:22][CH2:21][CH2:20][CH2:19][CH2:18]1.C(O)(=O)C.C([BH3-])#N.[Na+]. The catalyst is CO. The product is [F:1][C:2]([F:15])([F:16])[C:3]1[CH:4]=[C:5]([CH:8]=[C:9]([C:11]([F:14])([F:12])[F:13])[CH:10]=1)[CH2:6][NH:7][CH2:40][C:39]1[C:30]([N:27]2[CH2:26][CH2:25][N:24]([CH2:23][CH:17]3[CH2:22][CH2:21][CH2:20][CH2:19][CH2:18]3)[CH2:29][CH2:28]2)=[N:31][C:32]2[C:37]([CH:38]=1)=[CH:36][CH:35]=[CH:34][CH:33]=2. The yield is 0.670. (2) The reactants are [Br:1][C:2]1[CH:3]=[C:4]([S:15][C:16]2[CH:17]=[C:18]([CH:22]=[CH:23][CH:24]=2)[C:19]([NH2:21])=O)[C:5]([NH:8][C:9]2[S:10][CH:11]=[C:12]([CH3:14])[N:13]=2)=[N:6][CH:7]=1.O=P(Cl)(Cl)Cl.C([O-])(O)=O.[Na+]. The catalyst is C(#N)C. The product is [Br:1][C:2]1[CH:3]=[C:4]([S:15][C:16]2[CH:17]=[C:18]([CH:22]=[CH:23][CH:24]=2)[C:19]#[N:21])[C:5]([NH:8][C:9]2[S:10][CH:11]=[C:12]([CH3:14])[N:13]=2)=[N:6][CH:7]=1. The yield is 0.340. (3) The reactants are [CH3:1][N:2]([CH:10]1[CH2:15][CH2:14][N:13]([CH3:16])[CH2:12][CH2:11]1)[C:3]1[CH:8]=[CH:7][CH:6]=[C:5]([NH2:9])[N:4]=1.[CH:17]1([C:23]([Cl:25])=[O:24])[CH2:22][CH2:21][CH2:20][CH2:19][CH2:18]1. The catalyst is N1C=CC=CC=1. The product is [ClH:25].[CH3:1][N:2]([CH:10]1[CH2:15][CH2:14][N:13]([CH3:16])[CH2:12][CH2:11]1)[C:3]1[N:4]=[C:5]([NH:9][C:23]([CH:17]2[CH2:22][CH2:21][CH2:20][CH2:19][CH2:18]2)=[O:24])[CH:6]=[CH:7][CH:8]=1. The yield is 0.880. (4) The catalyst is N1C=CC=CC=1. The yield is 0.930. The product is [CH3:26][C:16]1[CH:21]=[CH:20][C:19]([S:22]([O:15][CH:2]2[CH2:3][O:4][C:5]3[C:6](=[C:7]4[C:12](=[CH:13][CH:14]=3)[N:11]=[CH:10][CH:9]=[CH:8]4)[CH2:1]2)(=[O:24])=[O:23])=[CH:18][CH:17]=1. The reactants are [CH2:1]1[C:6]2=[C:7]3[C:12](=[CH:13][CH:14]=[C:5]2[O:4][CH2:3][CH:2]1[OH:15])[N:11]=[CH:10][CH:9]=[CH:8]3.[C:16]1([CH3:26])[CH:21]=[CH:20][C:19]([S:22](Cl)(=[O:24])=[O:23])=[CH:18][CH:17]=1. (5) The reactants are [Cl:1][C:2]1[CH:7]=[CH:6][C:5]([C:8](=[C:12]2[C:20]3[C:15](=[CH:16][CH:17]=[CH:18][CH:19]=3)[N:14]([CH2:21][C:22]3[CH:23]=[C:24]([CH:28]=[CH:29][CH:30]=3)[C:25](O)=[O:26])[C:13]2=[O:31])[CH:9]([CH3:11])[CH3:10])=[CH:4][CH:3]=1.Cl.CN(C)CCCN=C=NCC.[CH3:44][S:45]([NH2:48])(=[O:47])=[O:46]. The catalyst is CN(C1C=CN=CC=1)C.ClCCl. The product is [Cl:1][C:2]1[CH:7]=[CH:6][C:5]([C:8](=[C:12]2[C:20]3[C:15](=[CH:16][CH:17]=[CH:18][CH:19]=3)[N:14]([CH2:21][C:22]3[CH:23]=[C:24]([CH:28]=[CH:29][CH:30]=3)[C:25]([NH:48][S:45]([CH3:44])(=[O:47])=[O:46])=[O:26])[C:13]2=[O:31])[CH:9]([CH3:10])[CH3:11])=[CH:4][CH:3]=1. The yield is 0.380. (6) The reactants are Br[C:2]1[CH:18]=[CH:17][C:5]([O:6][Si:7]([CH:14]([CH3:16])[CH3:15])([CH:11]([CH3:13])[CH3:12])[CH:8]([CH3:10])[CH3:9])=[CH:4][C:3]=1[C:19]([CH3:22])([CH3:21])[CH3:20].C([Li])(C)(C)C.CCCCC.Cl[C:34]([O:36][CH2:37][CH3:38])=[O:35]. The catalyst is CCOCC. The product is [C:19]([C:3]1[CH:4]=[C:5]([O:6][Si:7]([CH:14]([CH3:16])[CH3:15])([CH:11]([CH3:12])[CH3:13])[CH:8]([CH3:9])[CH3:10])[CH:17]=[CH:18][C:2]=1[C:34]([O:36][CH2:37][CH3:38])=[O:35])([CH3:22])([CH3:20])[CH3:21]. The yield is 0.880. (7) The reactants are [Li+].[OH-].C([O:5][C:6](=[O:18])[CH2:7][NH:8][C:9](=[O:17])[C:10]1[CH:15]=[CH:14][CH:13]=[CH:12][C:11]=1[OH:16])C. The catalyst is O.C1COCC1.CO. The product is [OH:16][C:11]1[CH:12]=[CH:13][CH:14]=[CH:15][C:10]=1[C:9]([NH:8][CH2:7][C:6]([OH:18])=[O:5])=[O:17]. The yield is 0.930. (8) The reactants are [Cl:1][C:2]1[CH:3]=[C:4]([O:9][CH2:10][C:11]([O:13][CH2:14][CH3:15])=[O:12])[C:5](I)=[N:6][CH:7]=1.[C]=O.[C:18]([O:21][CH2:22][CH3:23])(=[O:20])C.C(N(CC)CC)C. The catalyst is C(O)C.C1(P([C-]2C=CC=C2)C2C=CC=CC=2)C=CC=CC=1.[C-]1(P(C2C=CC=CC=2)C2C=CC=CC=2)C=CC=C1.[Fe+2].ClCCl.[Pd](Cl)Cl. The product is [Cl:1][C:2]1[CH:3]=[C:4]([O:9][CH2:10][C:11]([O:13][CH2:14][CH3:15])=[O:12])[C:5]([C:18]([O:21][CH2:22][CH3:23])=[O:20])=[N:6][CH:7]=1. The yield is 0.899.